The task is: Predict the product of the given reaction.. This data is from Forward reaction prediction with 1.9M reactions from USPTO patents (1976-2016). (1) The product is: [CH2:7]([O:6][C:4](=[O:5])[C:3]([OH:9])([C:2]([F:10])([F:11])[F:1])[CH2:12][CH3:13])[CH3:8]. Given the reactants [F:1][C:2]([F:11])([F:10])[C:3](=[O:9])[C:4]([O:6][CH2:7][CH3:8])=[O:5].[CH2:12]([Mg]Br)[CH3:13], predict the reaction product. (2) Given the reactants C1CCN2C(=NCCC2)CC1.[Cl:12][C:13]1[CH:14]=[CH:15][C:16]([CH:21]([NH:25][C:26]2[CH:31]=[CH:30][C:29]([O:32][CH3:33])=[CH:28][CH:27]=2)[CH:22]([F:24])[F:23])=[C:17]([CH2:19]O)[CH:18]=1.C1C=CC(P([N:48]=[N+:49]=[N-:50])(C2C=CC=CC=2)=O)=CC=1, predict the reaction product. The product is: [N:48]([CH2:19][C:17]1[CH:18]=[C:13]([Cl:12])[CH:14]=[CH:15][C:16]=1[CH:21]([NH:25][C:26]1[CH:31]=[CH:30][C:29]([O:32][CH3:33])=[CH:28][CH:27]=1)[CH:22]([F:24])[F:23])=[N+:49]=[N-:50]. (3) Given the reactants [Br:1][C:2]1[CH:3]=[C:4]([CH:7]=[CH:8][CH:9]=1)[CH:5]=O.Cl.[N:11]12[CH2:18][CH2:17][CH:14]([CH2:15][CH2:16]1)[C:13](=[O:19])[CH2:12]2.[OH-].[K+], predict the reaction product. The product is: [Br:1][C:2]1[CH:3]=[C:4]([CH:5]=[C:12]2[C:13](=[O:19])[CH:14]3[CH2:17][CH2:18][N:11]2[CH2:16][CH2:15]3)[CH:7]=[CH:8][CH:9]=1. (4) Given the reactants C(OC([N:8]1[CH2:17][C:16]([CH3:19])([CH3:18])[C:15]2[C:10](=[CH:11][C:12]([NH:20][C:21](=[O:39])[C:22]3[CH:27]=[CH:26][CH:25]=[CH:24][C:23]=3[NH:28][C:29]3[CH:38]=[CH:37][C:36]4[C:31](=[CH:32][N:33]=[CH:34][CH:35]=4)[N:30]=3)=[CH:13][CH:14]=2)[CH2:9]1)=O)(C)(C)C.Cl, predict the reaction product. The product is: [CH3:18][C:16]1([CH3:19])[C:15]2[C:10](=[CH:11][C:12]([NH:20][C:21](=[O:39])[C:22]3[CH:27]=[CH:26][CH:25]=[CH:24][C:23]=3[NH:28][C:29]3[CH:38]=[CH:37][C:36]4[C:31](=[CH:32][N:33]=[CH:34][CH:35]=4)[N:30]=3)=[CH:13][CH:14]=2)[CH2:9][NH:8][CH2:17]1. (5) The product is: [N:28]1([CH2:27][CH2:26][O:25][C:20]2[CH:21]=[C:22]3[C:17](=[CH:18][CH:19]=2)[CH:16]=[C:15]([C:9]2[C:8]4[C:12](=[CH:13][CH:14]=[C:6]([C:4]5[N:5]=[C:39]([CH2:38][N:33]6[CH2:37][CH2:36][CH2:35][CH2:34]6)[NH:41][N:42]=5)[CH:7]=4)[NH:11][N:10]=2)[CH:24]=[CH:23]3)[CH2:29][CH2:30][CH2:31][CH2:32]1. Given the reactants C(O[C:4]([C:6]1[CH:7]=[C:8]2[C:12](=[CH:13][CH:14]=1)[NH:11][N:10]=[C:9]2[C:15]1[CH:24]=[CH:23][C:22]2[C:17](=[CH:18][CH:19]=[C:20]([O:25][CH2:26][CH2:27][N:28]3[CH2:32][CH2:31][CH2:30][CH2:29]3)[CH:21]=2)[CH:16]=1)=[NH:5])C.[N:33]1([CH2:38][C:39]([NH:41][NH2:42])=O)[CH2:37][CH2:36][CH2:35][CH2:34]1.C(N(CC)CC)C, predict the reaction product. (6) Given the reactants [F:1][C:2]([F:7])([F:6])[C:3]([OH:5])=[O:4].C(OC([N:15]1[CH2:20][CH2:19][C:18]([F:22])([F:21])[CH2:17][CH:16]1[C:23]([OH:25])=[O:24])=O)(C)(C)C, predict the reaction product. The product is: [F:1][C:2]([F:7])([F:6])[C:3]([O-:5])=[O:4].[C:23]([CH:16]1[CH2:17][C:18]([F:22])([F:21])[CH2:19][CH2:20][NH2+:15]1)([OH:25])=[O:24].